This data is from Reaction yield outcomes from USPTO patents with 853,638 reactions. The task is: Predict the reaction yield, written as a fraction of the theoretical maximum amount of product (1.0 means a 100% yield; for example, 0.34 means a 34% yield). (1) The reactants are [S:1]1[C:5]2[CH:6]=[CH:7][CH:8]=[CH:9][C:4]=2[N:3]=[C:2]1[O:10][C:11]1[CH:18]=[CH:17][C:14]([CH:15]=O)=[CH:13][CH:12]=1.Cl.[NH:20]1[C:24]([CH:25]2[CH2:30][CH2:29][NH:28][CH2:27][CH2:26]2)=[N:23][N:22]=[N:21]1.CCN(CC)CC.CC(O)C.O. The catalyst is C1COCC1.C(Cl)Cl.C(O)C. The product is [NH:23]1[C:24]([CH:25]2[CH2:30][CH2:29][N:28]([CH2:15][C:14]3[CH:17]=[CH:18][C:11]([O:10][C:2]4[S:1][C:5]5[CH:6]=[CH:7][CH:8]=[CH:9][C:4]=5[N:3]=4)=[CH:12][CH:13]=3)[CH2:27][CH2:26]2)=[N:20][N:21]=[N:22]1. The yield is 0.0500. (2) The reactants are [CH2:1]([C:4]1([CH:20]([CH3:22])[CH3:21])[O:9][C:8](=[O:10])[N:7]([C@H:11]([C:13]2[CH:18]=[CH:17][C:16]([Br:19])=[CH:15][CH:14]=2)[CH3:12])[CH2:6][CH2:5]1)[CH:2]=[CH2:3].B.C1C[O:27]CC1. The catalyst is C1COCC1. The product is [Br:19][C:16]1[CH:15]=[CH:14][C:13]([C@@H:11]([N:7]2[CH2:6][CH2:5][C:4]([CH2:1][CH2:2][CH2:3][OH:27])([CH:20]([CH3:22])[CH3:21])[O:9][C:8]2=[O:10])[CH3:12])=[CH:18][CH:17]=1. The yield is 0.220. (3) The reactants are [Cl:1][C:2]1[CH:7]=[CH:6][C:5]([CH:8]2[N:12]([C:13]3[CH:18]=[C:17]([CH3:19])[C:16](=[O:20])[N:15]([CH3:21])[CH:14]=3)[C:11](=[O:22])[CH:10]([C:23]([CH:25]3[CH2:27][CH2:26]3)=O)[C:9]2=O)=[CH:4][CH:3]=1.[CH3:29][NH:30][NH2:31]. The catalyst is CO. The product is [Cl:1][C:2]1[CH:3]=[CH:4][C:5]([CH:8]2[C:9]3[N:30]([CH3:29])[N:31]=[C:23]([CH:25]4[CH2:27][CH2:26]4)[C:10]=3[C:11](=[O:22])[N:12]2[C:13]2[CH:18]=[C:17]([CH3:19])[C:16](=[O:20])[N:15]([CH3:21])[CH:14]=2)=[CH:6][CH:7]=1. The yield is 0.670. (4) The reactants are [NH2:1][C:2]1[CH:3]=[C:4]([CH:7]=[C:8]([O:11][CH2:12][CH3:13])[C:9]=1[I:10])[CH:5]=[O:6].[C:14](Cl)(=[O:16])[CH3:15].C(N(C(C)C)CC)(C)C.CN(C=[O:31])C. No catalyst specified. The product is [C:14]1(=[O:16])[N:1]([C:2]2[CH:3]=[C:4]([CH:7]=[C:8]([O:11][CH2:12][CH3:13])[C:9]=2[I:10])[CH:5]=[O:6])[C:15]1=[O:31]. The yield is 0.350. (5) The reactants are [N:1]1([CH2:7][CH2:8][CH2:9][O:10][C:11]2[CH:16]=[CH:15][C:14]([C:17]3([C:23]#[N:24])[CH2:22][CH2:21][O:20][CH2:19][CH2:18]3)=[CH:13][CH:12]=2)[CH2:6][CH2:5][S:4][CH2:3][CH2:2]1.[H-].[Al+3].[Li+].[H-].[H-].[H-]. No catalyst specified. The product is [N:1]1([CH2:7][CH2:8][CH2:9][O:10][C:11]2[CH:12]=[CH:13][C:14]([C:17]3([CH2:23][NH2:24])[CH2:22][CH2:21][O:20][CH2:19][CH2:18]3)=[CH:15][CH:16]=2)[CH2:6][CH2:5][S:4][CH2:3][CH2:2]1. The yield is 0.920. (6) The reactants are Cl.Cl.[NH2:3][CH2:4][C:5]1[N:14]=[C:13]([N:15]([C:17]2[CH:22]=[CH:21][C:20]([O:23][CH3:24])=[CH:19][CH:18]=2)[CH3:16])[C:12]2[C:7](=[CH:8][CH:9]=[C:10]([NH2:25])[CH:11]=2)[N:6]=1.NCC1N=C(N(C2C=CC(OC)=CC=2)C)C2C(=CC=C([N+]([O-])=O)C=2)N=1. The catalyst is CC(O)=O.[Pd]. The product is [NH2:3][CH2:4][C:5]1[N:14]=[C:13]([N:15]([C:17]2[CH:22]=[CH:21][C:20]([O:23][CH3:24])=[CH:19][CH:18]=2)[CH3:16])[C:12]2[C:7](=[CH:8][CH:9]=[C:10]([NH2:25])[CH:11]=2)[N:6]=1. The yield is 0.520. (7) The reactants are [C:1]([O:5][C:6]1[CH:14]=[C:13]2[C:9]([CH:10]=[C:11]([C:15]([CH3:18])([CH3:17])[CH3:16])[NH:12]2)=[CH:8][C:7]=1[N+:19]([O-])=O)([CH3:4])([CH3:3])[CH3:2]. The catalyst is CO.[Ni]. The product is [C:1]([O:5][C:6]1[CH:14]=[C:13]2[C:9]([CH:10]=[C:11]([C:15]([CH3:18])([CH3:17])[CH3:16])[NH:12]2)=[CH:8][C:7]=1[NH2:19])([CH3:4])([CH3:3])[CH3:2]. The yield is 0.320.